Predict the reaction yield, written as a fraction of the theoretical maximum amount of product (1.0 means a 100% yield; for example, 0.34 means a 34% yield). From a dataset of Reaction yield outcomes from USPTO patents with 853,638 reactions. (1) The reactants are [O:1]1[CH2:5][CH2:4][CH2:3][C@H:2]1[C:6]([OH:8])=O.CCN=C=NCCCN(C)C.Cl.C1C=CC2N(O)[N:28]=[N:27]C=2C=1.O.NN. The catalyst is ClCCl. The product is [O:1]1[CH2:5][CH2:4][CH2:3][C@H:2]1[C:6]([NH:27][NH2:28])=[O:8]. The yield is 0.800. (2) The reactants are [NH2:1][C:2]1[CH:7]=[CH:6][C:5]([C:8]2[C:16]3[C:15]([NH2:17])=[N:14][CH:13]=[N:12][C:11]=3[O:10][CH:9]=2)=[CH:4][CH:3]=1.N1C=CC=CC=1.[C:24](Cl)(=[O:31])[C:25]1[CH:30]=[CH:29][CH:28]=[CH:27][CH:26]=1. The catalyst is ClCCl. The product is [NH2:17][C:15]1[C:16]2[C:8]([C:5]3[CH:4]=[CH:3][C:2]([NH:1][C:24](=[O:31])[C:25]4[CH:30]=[CH:29][CH:28]=[CH:27][CH:26]=4)=[CH:7][CH:6]=3)=[CH:9][O:10][C:11]=2[N:12]=[CH:13][N:14]=1. The yield is 0.420. (3) The catalyst is C1C=CC=CC=1. The product is [Cl:1][C:2]1[CH:7]=[CH:6][C:5]([CH2:8][CH2:9][I:49])=[C:4]([C@H:11]([C:13]2[CH:17]=[C:16]([CH:18]3[O:22][CH2:21][CH2:20][O:19]3)[S:15][C:14]=2[CH3:23])[OH:12])[CH:3]=1. The reactants are [Cl:1][C:2]1[CH:7]=[CH:6][C:5]([CH2:8][CH2:9]O)=[C:4]([C@H:11]([C:13]2[CH:17]=[C:16]([CH:18]3[O:22][CH2:21][CH2:20][O:19]3)[S:15][C:14]=2[CH3:23])[OH:12])[CH:3]=1.N1C=CC=CC=1.C1C=CC(P(C2C=CC=CC=2)C2C=CC=CC=2)=CC=1.[I:49]I. The yield is 0.990. (4) The reactants are [CH:1]([N:4]([C:8]1[CH:13]=[CH:12][C:11]2[O:14][CH2:15][O:16][C:10]=2[CH:9]=1)[C:5]([NH2:7])=[O:6])([CH3:3])[CH3:2].[CH2:17]1[C:25]2[C:20](=[CH:21][C:22]([CH:26]=O)=[CH:23][CH:24]=2)[CH2:19][CH2:18]1. No catalyst specified. The product is [CH:1]([N:4]1[C:8]2[C:13](=[CH:12][C:11]3[O:14][CH2:15][O:16][C:10]=3[CH:9]=2)[CH:26]([C:22]2[CH:21]=[C:20]3[C:25](=[CH:24][CH:23]=2)[CH2:17][CH2:18][CH2:19]3)[NH:7][C:5]1=[O:6])([CH3:3])[CH3:2]. The yield is 0.590. (5) The reactants are [CH3:1][C:2]1[CH:7]=[C:6]([CH3:8])[CH:5]=[C:4]([CH3:9])[C:3]=1[S:10](Cl)(=[O:12])=[O:11].[OH:14][NH:15][C:16](=[O:22])[O:17][C:18]([CH3:21])([CH3:20])[CH3:19].CCN(CC)CC. The catalyst is CCOCC. The product is [C:2]1([CH3:1])[CH:7]=[C:6]([CH3:8])[CH:5]=[C:4]([CH3:9])[C:3]=1[S:10]([O:14][NH:15][C:16](=[O:22])[O:17][C:18]([CH3:21])([CH3:20])[CH3:19])(=[O:11])=[O:12]. The yield is 0.720. (6) The reactants are [CH3:1][NH:2][C:3]1[CH:8]=[CH:7][C:6]([N+:9]([O-:11])=[O:10])=[CH:5][CH:4]=1.[Br:12]Br.C([O-])(O)=O.[Na+]. The catalyst is CC(O)=O.C(Cl)(Cl)Cl. The product is [Br:12][C:4]1[CH:5]=[C:6]([N+:9]([O-:11])=[O:10])[CH:7]=[CH:8][C:3]=1[NH:2][CH3:1].[Br:12][C:4]1[CH:5]=[C:6]([N+:9]([O-:11])=[O:10])[CH:7]=[CH:8][C:3]=1[NH:2][CH3:1]. The yield is 0.990. (7) The reactants are [Cl:1][C:2]1[CH:3]=[C:4]([CH:8]=[C:9]([Cl:12])[C:10]=1[F:11])[C:5](Cl)=[O:6].ClC1C=C(C(F)(F)F)C=C(Cl)C=1F.S(=O)(=O)(O)[OH:27].ClS(O)(=O)=O. No catalyst specified. The product is [Cl:1][C:2]1[CH:3]=[C:4]([CH:8]=[C:9]([Cl:12])[C:10]=1[F:11])[C:5]([OH:27])=[O:6]. The yield is 0.490. (8) The reactants are [NH2:1][C:2]1[CH:3]=[C:4]([C:8]2[S:12][C:11]([N:13]3[CH2:18][CH2:17][CH:16]([C:19]([O:21][CH2:22][CH3:23])=[O:20])[CH2:15][CH2:14]3)=[N:10][CH:9]=2)[CH:5]=[CH:6][CH:7]=1.Cl[C:25]1[N:30]=[C:29]([C:31]([F:34])([F:33])[F:32])[CH:28]=[CH:27][N:26]=1.CC1C=CC(S(O)(=O)=O)=CC=1.CN(C)C=O. The catalyst is O1CCOCC1.C(OCC)(=O)C. The product is [F:32][C:31]([F:34])([F:33])[C:29]1[CH:28]=[CH:27][N:26]=[C:25]([NH:1][C:2]2[CH:3]=[C:4]([C:8]3[S:12][C:11]([N:13]4[CH2:18][CH2:17][CH:16]([C:19]([O:21][CH2:22][CH3:23])=[O:20])[CH2:15][CH2:14]4)=[N:10][CH:9]=3)[CH:5]=[CH:6][CH:7]=2)[N:30]=1. The yield is 0.360. (9) The reactants are [F:1][C:2]1[CH:9]=[CH:8][C:5]([CH:6]=O)=[CH:4][C:3]=1[CH3:10].[C:11]([NH:14][NH2:15])([NH2:13])=[NH:12].[ClH:16]. No catalyst specified. The product is [ClH:16].[F:1][C:2]1[CH:9]=[CH:8][C:5]([CH:6]=[N:15][NH:14][C:11]([NH2:13])=[NH:12])=[CH:4][C:3]=1[CH3:10]. The yield is 0.930. (10) The reactants are [F:1][C:2]([F:10])([F:9])[CH:3]([OH:8])[CH2:4][C:5]([CH3:7])=[CH2:6].C(N(CC)CC)C.[F:18][C:19]1[C:24]([S:25](Cl)(=[O:27])=[O:26])=[C:23]([F:29])[C:22]([F:30])=[C:21]([F:31])[C:20]=1[F:32]. The catalyst is ClCCl. The product is [F:18][C:19]1[C:20]([F:32])=[C:21]([F:31])[C:22]([F:30])=[C:23]([F:29])[C:24]=1[S:25]([O:8][CH:3]([CH2:4][C:5]([CH3:7])=[CH2:6])[C:2]([F:10])([F:9])[F:1])(=[O:27])=[O:26]. The yield is 0.700.